From a dataset of Catalyst prediction with 721,799 reactions and 888 catalyst types from USPTO. Predict which catalyst facilitates the given reaction. (1) Reactant: O1CCC[CH2:2]1.[Cl:6][C:7]1[C:8]2[C:15]([I:16])=[CH:14][NH:13][C:9]=2[N:10]=[CH:11][N:12]=1.[H-].[Na+].IC. Product: [Cl:6][C:7]1[C:8]2[C:15]([I:16])=[CH:14][N:13]([CH3:2])[C:9]=2[N:10]=[CH:11][N:12]=1. The catalyst class is: 6. (2) Reactant: [Cl:1][C:2]1[CH:6]=[CH:5][N:4]([S:7]([N:10]([CH3:12])[CH3:11])(=[O:9])=[O:8])[N:3]=1.C([Li])CCC.C1CCCCC1.[Cl:24]C(Cl)(Cl)C(Cl)(Cl)Cl. Product: [Cl:1][C:2]1[CH:6]=[C:5]([Cl:24])[N:4]([S:7]([N:10]([CH3:12])[CH3:11])(=[O:9])=[O:8])[N:3]=1. The catalyst class is: 7. (3) Reactant: C([O:8][C:9]1[C:10]([CH3:24])=[C:11]2[C:15](=[CH:16][CH:17]=1)[N:14]([CH3:18])[C:13]([C:19]([O:21][CH2:22][CH3:23])=[O:20])=[CH:12]2)C1C=CC=CC=1.C([O-])=O.[NH4+]. Product: [CH3:18][N:14]1[C:15]2[C:11](=[C:10]([CH3:24])[C:9]([OH:8])=[CH:17][CH:16]=2)[CH:12]=[C:13]1[C:19]([O:21][CH2:22][CH3:23])=[O:20]. The catalyst class is: 63. (4) Reactant: [Cl:1][C:2]1[N:11]=[C:10]([CH3:12])[C:9]2[NH:8][C:7](=O)[CH:6]3[CH2:14][O:15][CH2:16][CH2:17][N:5]3[C:4]=2[N:3]=1.[H-].[Al+3].[Li+].[H-].[H-].[H-].C(OCC)(=O)C.[NH4+].[Cl-]. Product: [Cl:1][C:2]1[N:11]=[C:10]([CH3:12])[C:9]2[NH:8][CH2:7][CH:6]3[CH2:14][O:15][CH2:16][CH2:17][N:5]3[C:4]=2[N:3]=1. The catalyst class is: 1.